Dataset: Forward reaction prediction with 1.9M reactions from USPTO patents (1976-2016). Task: Predict the product of the given reaction. Given the reactants [Cl:1][C:2]1[CH:3]=[C:4]([C:9](=O)[CH2:10][C:11]([O:13]C)=O)[CH:5]=[CH:6][C:7]=1[Cl:8].CC1C=CC(S(O)(=O)=O)=CC=1.[N:27]1[CH:32]=[CH:31][CH:30]=[CH:29][C:28]=1[C:33]1[C:34]([NH2:39])=[N:35][NH:36][C:37]=1[NH2:38], predict the reaction product. The product is: [NH2:39][C:34]1[C:33]([C:28]2[CH:29]=[CH:30][CH:31]=[CH:32][N:27]=2)=[C:37]2[NH:38][C:9]([C:4]3[CH:5]=[CH:6][C:7]([Cl:8])=[C:2]([Cl:1])[CH:3]=3)=[CH:10][C:11](=[O:13])[N:36]2[N:35]=1.